Dataset: Forward reaction prediction with 1.9M reactions from USPTO patents (1976-2016). Task: Predict the product of the given reaction. (1) Given the reactants [CH3:1][C:2]1[N:7]2[C:8]([C:11]([F:14])([F:13])[F:12])=[N:9][N:10]=[C:6]2[CH:5]=[N:4][CH:3]=1.[H][H], predict the reaction product. The product is: [CH3:1][CH:2]1[N:7]2[C:8]([C:11]([F:13])([F:12])[F:14])=[N:9][N:10]=[C:6]2[CH2:5][NH:4][CH2:3]1. (2) Given the reactants [C:1]1([NH:7][CH2:8][C:9]2[C:18]([NH2:19])=[C:17]3[C:12]([CH:13]=[CH:14][CH:15]=[N:16]3)=[CH:11][CH:10]=2)[CH:6]=[CH:5][CH:4]=[CH:3][CH:2]=1.N1([S:25](N2C=C[N+](C)=C2)(=[O:27])=[O:26])C=CN=C1.FC(F)(F)S([O-])(=O)=O, predict the reaction product. The product is: [C:1]1([N:7]2[S:25](=[O:27])(=[O:26])[NH:19][C:18]3[C:17]4[C:12](=[CH:13][CH:14]=[CH:15][N:16]=4)[CH:11]=[CH:10][C:9]=3[CH2:8]2)[CH:2]=[CH:3][CH:4]=[CH:5][CH:6]=1. (3) Given the reactants [CH:1]12[O:9][CH:5]([CH2:6][NH:7][CH2:8]1)[CH2:4][N:3]([CH2:10][CH2:11][O:12][C:13]1[CH:20]=[CH:19][C:16]([C:17]#[N:18])=[CH:15][CH:14]=1)[CH2:2]2.[C:21]([O:25][C:26](=[O:32])[NH:27][CH2:28][CH2:29][CH2:30]Br)([CH3:24])([CH3:23])[CH3:22].C([O-])([O-])=O.[K+].[K+], predict the reaction product. The product is: [C:21]([O:25][C:26](=[O:32])[NH:27][CH2:28][CH2:29][CH2:30][N:7]1[CH2:8][CH:1]2[O:9][CH:5]([CH2:4][N:3]([CH2:10][CH2:11][O:12][C:13]3[CH:20]=[CH:19][C:16]([C:17]#[N:18])=[CH:15][CH:14]=3)[CH2:2]2)[CH2:6]1)([CH3:24])([CH3:23])[CH3:22]. (4) Given the reactants [Br:1][C:2]1[CH:9]=[CH:8][C:5]([C:6]#[N:7])=[C:4](F)[CH:3]=1.C(=O)([O-])[O-].[K+].[K+].[CH2:17]([OH:19])[CH3:18], predict the reaction product. The product is: [Br:1][C:2]1[CH:9]=[CH:8][C:5]([C:6]#[N:7])=[C:4]([O:19][CH2:17][CH3:18])[CH:3]=1. (5) Given the reactants [CH3:1][O:2][C:3]1[CH:4]=[C:5]([CH:10]=[C:11]([O:14][CH3:15])[C:12]=1[OH:13])[CH:6]=[CH:7][CH:8]=O.[C:16]([CH2:18][C:19]([O:21][CH3:22])=[O:20])#[N:17], predict the reaction product. The product is: [C:19](/[C:18](=[CH:8]/[CH:7]=[CH:6]/[C:5]1[CH:4]=[C:3]([O:2][CH3:1])[C:12]([OH:13])=[C:11]([O:14][CH3:15])[CH:10]=1)/[C:16]#[N:17])([O:21][CH3:22])=[O:20]. (6) Given the reactants Br[C:2]1[CH:3]=[CH:4][C:5]2[C:11]3[N:12](CC4C=CC(OC)=CC=4OC)[C:13](=[O:21])[C:14]([C:17]([O:19]C)=[O:18])=[C:15]([OH:16])[C:10]=3[CH:9]([CH3:33])[CH2:8][O:7][C:6]=2[CH:34]=1.CC([O-])(C)C.[Na+].[NH:41]1[CH2:45][CH2:44][CH2:43][CH2:42]1.Cl, predict the reaction product. The product is: [OH:16][C:15]1[C:10]2[CH:9]([CH3:33])[CH2:8][O:7][C:6]3[CH:34]=[C:2]([N:41]4[CH2:45][CH2:44][CH2:43][CH2:42]4)[CH:3]=[CH:4][C:5]=3[C:11]=2[NH:12][C:13](=[O:21])[C:14]=1[C:17]([OH:19])=[O:18]. (7) Given the reactants [Cl:1][C:2]1[CH:3]=[CH:4][C:5]([C:37]#[N:38])=[C:6]([C:8]2[C:13]([O:14][CH3:15])=[CH:12][N:11]([CH:16]([CH2:34][CH3:35])[C:17]([NH:19][C:20]3[CH:21]=[CH:22][C:23]4[N:24]([CH:26]=[C:27]([C:29]([O:31]CC)=[O:30])[N:28]=4)[CH:25]=3)=[O:18])[C:10](=[O:36])[CH:9]=2)[CH:7]=1.[OH-].[Li+], predict the reaction product. The product is: [Cl:1][C:2]1[CH:3]=[CH:4][C:5]([C:37]#[N:38])=[C:6]([C:8]2[C:13]([O:14][CH3:15])=[CH:12][N:11]([CH:16]([CH2:34][CH3:35])[C:17]([NH:19][C:20]3[CH:21]=[CH:22][C:23]4[N:24]([CH:26]=[C:27]([C:29]([OH:31])=[O:30])[N:28]=4)[CH:25]=3)=[O:18])[C:10](=[O:36])[CH:9]=2)[CH:7]=1. (8) Given the reactants [Cl:1][CH2:2][C:3]([O:5][C:6]1[CH:11]=[CH:10][C:9]([NH:12][C:13](=[O:15])[CH3:14])=[CH:8][CH:7]=1)=[O:4].[CH2:16]([P:20]([CH2:25][CH2:26][CH2:27][CH3:28])[CH2:21][CH2:22][CH2:23][CH3:24])[CH2:17][CH2:18][CH3:19], predict the reaction product. The product is: [Cl-:1].[C:13]([NH:12][C:9]1[CH:10]=[CH:11][C:6]([O:5][C:3](=[O:4])[CH2:2][P+:20]([CH2:21][CH2:22][CH2:23][CH3:24])([CH2:25][CH2:26][CH2:27][CH3:28])[CH2:16][CH2:17][CH2:18][CH3:19])=[CH:7][CH:8]=1)(=[O:15])[CH3:14]. (9) Given the reactants [BH4-].[Na+].[N+:3]([C:6]1[CH:11]=[CH:10][C:9]([CH2:12][C:13]([NH:15][CH2:16][CH2:17][N:18]2[CH2:23][CH2:22][N:21]([C:24]3[CH:29]=[CH:28][CH:27]=[CH:26][CH:25]=3)[CH2:20][CH2:19]2)=O)=[CH:8][CH:7]=1)([O-:5])=[O:4].CO, predict the reaction product. The product is: [N+:3]([C:6]1[CH:11]=[CH:10][C:9]([CH2:12][CH2:13][NH:15][CH2:16][CH2:17][N:18]2[CH2:19][CH2:20][N:21]([C:24]3[CH:25]=[CH:26][CH:27]=[CH:28][CH:29]=3)[CH2:22][CH2:23]2)=[CH:8][CH:7]=1)([O-:5])=[O:4].